From a dataset of Full USPTO retrosynthesis dataset with 1.9M reactions from patents (1976-2016). Predict the reactants needed to synthesize the given product. (1) Given the product [CH3:13][CH:12]([CH3:14])[CH2:11][CH:7]([C:8](=[O:10])[NH:29][CH2:28][CH2:27][C:24]1[CH:25]=[CH:26][C:21]([C:18]2[CH:19]=[CH:20][CH:15]=[CH:16][CH:17]=2)=[CH:22][CH:23]=1)[CH2:6][C:4]([O:3][CH2:1][CH3:2])=[O:5], predict the reactants needed to synthesize it. The reactants are: [CH2:1]([O:3][C:4]([CH2:6][CH:7]([CH2:11][CH:12]([CH3:14])[CH3:13])[C:8]([OH:10])=O)=[O:5])[CH3:2].[CH:15]1[CH:20]=[CH:19][C:18]([C:21]2[CH:26]=[CH:25][C:24]([CH2:27][CH2:28][NH2:29])=[CH:23][CH:22]=2)=[CH:17][CH:16]=1.C1C=CC2N(O)N=NC=2C=1.C(Cl)CCl.CN1CCOCC1. (2) Given the product [N:33]1([C:31]([N:16]2[CH2:17][CH:18]([C:20]3[CH:21]=[CH:22][C:23]([O:26][C:27]([F:28])([F:29])[F:30])=[CH:24][CH:25]=3)[CH2:19][CH:14]([C:12]3[O:11][N:10]=[C:9]([CH2:8][NH2:7])[N:13]=3)[CH2:15]2)=[O:32])[CH2:34][CH2:35][O:36][CH2:37][CH2:38]1, predict the reactants needed to synthesize it. The reactants are: C(OC(=O)[NH:7][CH2:8][C:9]1[N:13]=[C:12]([CH:14]2[CH2:19][CH:18]([C:20]3[CH:25]=[CH:24][C:23]([O:26][C:27]([F:30])([F:29])[F:28])=[CH:22][CH:21]=3)[CH2:17][N:16]([C:31]([N:33]3[CH2:38][CH2:37][O:36][CH2:35][CH2:34]3)=[O:32])[CH2:15]2)[O:11][N:10]=1)(C)(C)C.FC(F)(F)C(O)=O. (3) Given the product [C:19]1([CH2:25][O:26][C:27]2[CH:28]=[C:29]([C:33]3[CH:41]=[C:40]4[C:36]([C:37]([NH:50][C:51](=[O:55])[CH2:52][CH2:53][CH3:54])=[N:38][NH:39]4)=[CH:35][CH:34]=3)[CH:30]=[CH:31][CH:32]=2)[CH:24]=[CH:23][CH:22]=[CH:21][CH:20]=1, predict the reactants needed to synthesize it. The reactants are: [F-].C([N+](CCCC)(CCCC)CCCC)CCC.[C:19]1([CH2:25][O:26][C:27]2[CH:28]=[C:29]([C:33]3[CH:41]=[C:40]4[C:36]([C:37]([NH:50][C:51](=[O:55])[CH2:52][CH2:53][CH3:54])=[N:38][N:39]4COCC[Si](C)(C)C)=[CH:35][CH:34]=3)[CH:30]=[CH:31][CH:32]=2)[CH:24]=[CH:23][CH:22]=[CH:21][CH:20]=1. (4) Given the product [CH3:31][S:28]([C:23]1[CH:24]=[CH:25][CH:26]=[CH:27][C:22]=1[C:9]1[C:10]2[CH:17]=[C:16]([CH2:18][OH:19])[CH:15]=[CH:14][C:11]=2[S:12][CH:13]=1)(=[O:30])=[O:29], predict the reactants needed to synthesize it. The reactants are: CC1(C)C(C)(C)OB([C:9]2[C:10]3[CH:17]=[C:16]([CH2:18][OH:19])[CH:15]=[CH:14][C:11]=3[S:12][CH:13]=2)O1.Br[C:22]1[CH:27]=[CH:26][CH:25]=[CH:24][C:23]=1[S:28]([CH3:31])(=[O:30])=[O:29].CC1C=CC=CC=1P(C1C=CC=CC=1C)C1C=CC=CC=1C.